Dataset: Catalyst prediction with 721,799 reactions and 888 catalyst types from USPTO. Task: Predict which catalyst facilitates the given reaction. (1) Reactant: [C:1]1([C:7]2[CH:16]=[CH:15][C:14]3[C:9](=[CH:10][C:11]([C:17]4[N:18]=[C:19]([CH2:27][CH:28]5[CH2:33][CH2:32][NH:31][CH2:30][CH2:29]5)[N:20]5[CH:25]=[CH:24][N:23]=[C:22]([NH2:26])[C:21]=45)=[CH:12][CH:13]=3)[N:8]=2)[CH:6]=[CH:5][CH:4]=[CH:3][CH:2]=1.CCN(C(C)C)C(C)C.[CH3:43][S:44](Cl)(=[O:46])=[O:45]. The catalyst class is: 2. Product: [CH3:43][S:44]([N:31]1[CH2:32][CH2:33][CH:28]([CH2:27][C:19]2[N:20]3[CH:25]=[CH:24][N:23]=[C:22]([NH2:26])[C:21]3=[C:17]([C:11]3[CH:10]=[C:9]4[C:14]([CH:15]=[CH:16][C:7]([C:1]5[CH:2]=[CH:3][CH:4]=[CH:5][CH:6]=5)=[N:8]4)=[CH:13][CH:12]=3)[N:18]=2)[CH2:29][CH2:30]1)(=[O:46])=[O:45]. (2) Reactant: Cl[C:2]1[N:3]=[N:4][CH:5]=[C:6](Cl)[C:7]=1[Cl:8].[CH3:10][O:11][C:12]1[CH:17]=[C:16]([O:18][CH3:19])[N:15]=[C:14]([CH:20]2[CH2:25][CH2:24][NH:23][CH2:22][CH2:21]2)[N:13]=1.C(=O)([O-])[O-].[K+].[K+].[NH2:32][NH2:33]. Product: [Cl:8][C:7]1[C:6]([N:23]2[CH2:24][CH2:25][CH:20]([C:14]3[N:13]=[C:12]([O:11][CH3:10])[CH:17]=[C:16]([O:18][CH3:19])[N:15]=3)[CH2:21][CH2:22]2)=[CH:5][N:4]=[N:3][C:2]=1[NH:32][NH2:33]. The catalyst class is: 872. (3) Reactant: [CH3:1][C:2]([N:12]1[C:16]2[N:17]=[C:18]([NH:21]CC3C=CC(OC)=CC=3)[N:19]=[CH:20][C:15]=2[C:14]([C:31]([C:33]2[CH:40]=[CH:39][C:36]([C:37]#[N:38])=[C:35]([NH:41]CC3C=CC(OC)=CC=3)[CH:34]=2)=[O:32])=[CH:13]1)([CH3:11])[CH2:3][O:4]C1CCCCO1. Product: [NH2:41][C:35]1[CH:34]=[C:33]([C:31]([C:14]2[C:15]3[CH:20]=[N:19][C:18]([NH2:21])=[N:17][C:16]=3[N:12]([C:2]([CH3:11])([CH3:1])[CH2:3][OH:4])[CH:13]=2)=[O:32])[CH:40]=[CH:39][C:36]=1[C:37]#[N:38]. The catalyst class is: 67.